From a dataset of Forward reaction prediction with 1.9M reactions from USPTO patents (1976-2016). Predict the product of the given reaction. (1) Given the reactants [C:1]([O:5][C:6]([N:8]1[CH2:13][CH2:12][CH:11]([O:14][CH2:15][C:16]2[O:20][N:19]=[C:18]([C:21]3[CH:26]=[CH:25][C:24]([S:27]([CH3:30])(=[O:29])=[O:28])=[C:23](F)[CH:22]=3)[N:17]=2)[CH2:10][CH2:9]1)=[O:7])([CH3:4])([CH3:3])[CH3:2].[CH2:32]([CH2:34][NH2:35])[OH:33], predict the reaction product. The product is: [C:1]([O:5][C:6]([N:8]1[CH2:13][CH2:12][CH:11]([O:14][CH2:15][C:16]2[O:20][N:19]=[C:18]([C:21]3[CH:26]=[CH:25][C:24]([S:27]([CH3:30])(=[O:29])=[O:28])=[C:23]([NH:35][CH2:34][CH2:32][OH:33])[CH:22]=3)[N:17]=2)[CH2:10][CH2:9]1)=[O:7])([CH3:4])([CH3:3])[CH3:2]. (2) Given the reactants [CH3:1][C:2]1[C:3]([CH:13]=[O:14])=[CH:4][NH:5][C:6]=1[C:7]1[CH:12]=[CH:11][CH:10]=[CH:9][CH:8]=1.[H-].[Na+].C1OCCOCCOCCOCCOC1.[Cl:32][C:33]1[N:37]([CH3:38])[N:36]=[C:35]([CH3:39])[C:34]=1[S:40](Cl)(=[O:42])=[O:41], predict the reaction product. The product is: [Cl:32][C:33]1[N:37]([CH3:38])[N:36]=[C:35]([CH3:39])[C:34]=1[S:40]([N:5]1[C:6]([C:7]2[CH:12]=[CH:11][CH:10]=[CH:9][CH:8]=2)=[C:2]([CH3:1])[C:3]([CH:13]=[O:14])=[CH:4]1)(=[O:41])=[O:42].